Dataset: Merck oncology drug combination screen with 23,052 pairs across 39 cell lines. Task: Regression. Given two drug SMILES strings and cell line genomic features, predict the synergy score measuring deviation from expected non-interaction effect. (1) Drug 1: CC(=O)OC1C(=O)C2(C)C(O)CC3OCC3(OC(C)=O)C2C(OC(=O)c2ccccc2)C2(O)CC(OC(=O)C(O)C(NC(=O)c3ccccc3)c3ccccc3)C(C)=C1C2(C)C. Drug 2: C=CCn1c(=O)c2cnc(Nc3ccc(N4CCN(C)CC4)cc3)nc2n1-c1cccc(C(C)(C)O)n1. Cell line: PA1. Synergy scores: synergy=4.16. (2) Drug 1: O=C(O)C1(Cc2cccc(Nc3nccs3)n2)CCC(Oc2cccc(Cl)c2F)CC1. Drug 2: C#Cc1cccc(Nc2ncnc3cc(OCCOC)c(OCCOC)cc23)c1. Cell line: SKOV3. Synergy scores: synergy=14.9. (3) Drug 1: CS(=O)(=O)CCNCc1ccc(-c2ccc3ncnc(Nc4ccc(OCc5cccc(F)c5)c(Cl)c4)c3c2)o1. Drug 2: CCc1cnn2c(NCc3ccc[n+]([O-])c3)cc(N3CCCCC3CCO)nc12. Cell line: A2058. Synergy scores: synergy=12.3. (4) Drug 1: N.N.O=C(O)C1(C(=O)O)CCC1.[Pt]. Drug 2: O=C(NOCC(O)CO)c1ccc(F)c(F)c1Nc1ccc(I)cc1F. Cell line: COLO320DM. Synergy scores: synergy=10.1.